Dataset: Full USPTO retrosynthesis dataset with 1.9M reactions from patents (1976-2016). Task: Predict the reactants needed to synthesize the given product. (1) Given the product [F:1][C:2]1[C:3]([O:20][CH3:21])=[CH:4][C:5]2[O:19][CH2:18][C:8]3([C:16]4[C:11](=[CH:12][CH:13]=[CH:14][CH:15]=4)[N:10]([CH2:33][C@H:34]4[CH2:38][CH2:37][CH2:36][O:35]4)[C:9]3=[O:17])[C:6]=2[CH:7]=1, predict the reactants needed to synthesize it. The reactants are: [F:1][C:2]1[C:3]([O:20][CH3:21])=[CH:4][C:5]2[O:19][CH2:18][C:8]3([C:16]4[C:11](=[CH:12][CH:13]=[CH:14][CH:15]=4)[NH:10][C:9]3=[O:17])[C:6]=2[CH:7]=1.CC1C=CC(S(O[CH2:33][C@H:34]2[CH2:38][CH2:37][CH2:36][O:35]2)(=O)=O)=CC=1.BrCC1CCCCO1. (2) Given the product [CH3:1][C:2]1([CH3:13])[CH2:7][O:6][P:5]([CH2:9][C:10]([O-:12])=[O:11])(=[O:8])[O:4][CH2:3]1.[CH3:1][C:2]1([CH3:13])[CH2:7][O:6][P:5]([CH2:9][C:10]([O-:12])=[O:11])(=[O:8])[O:4][CH2:3]1.[CH3:1][C:2]1([CH3:13])[CH2:7][O:6][P:5]([CH2:9][C:10]([O-:12])=[O:11])(=[O:8])[O:4][CH2:3]1.[Al+3:16], predict the reactants needed to synthesize it. The reactants are: [CH3:1][C:2]1([CH3:13])[CH2:7][O:6][P:5]([CH2:9][C:10]([OH:12])=[O:11])(=[O:8])[O:4][CH2:3]1.O.[OH-].[Al+3:16].[OH-].[OH-].